Dataset: Forward reaction prediction with 1.9M reactions from USPTO patents (1976-2016). Task: Predict the product of the given reaction. (1) Given the reactants [N+:1]([C:4]1[N:5]=[CH:6][NH:7][CH:8]=1)([O-:3])=[O:2].I[C:10]1[CH:15]=[CH:14][CH:13]=[C:12]([C:16]([F:19])([F:18])[F:17])[CH:11]=1.C(=O)([O-])[O-].[K+].[K+].N1CCC[C@H]1C(O)=O, predict the reaction product. The product is: [N+:1]([C:4]1[N:5]=[CH:6][N:7]([C:10]2[CH:15]=[CH:14][CH:13]=[C:12]([C:16]([F:19])([F:18])[F:17])[CH:11]=2)[CH:8]=1)([O-:3])=[O:2]. (2) Given the reactants [C:1]([C:4]12[CH2:11][CH2:10][C:7]([NH:12][CH2:13][C:14]([N:16]3[CH2:20][C@@H:19]([F:21])[CH2:18][C@H:17]3[C:22]#[N:23])=[O:15])([CH2:8][CH2:9]1)[CH2:6][CH2:5]2)(O)=[O:2].[NH2:24][C:25]1[CH:30]=[CH:29][C:28]([CH3:31])=[CH:27][CH:26]=1, predict the reaction product. The product is: [F:21][C@@H:19]1[CH2:20][N:16]([C:14](=[O:15])[CH2:13][NH:12][C:7]23[CH2:6][CH2:5][C:4]([C:1]([NH:24][C:25]4[CH:30]=[CH:29][C:28]([CH3:31])=[CH:27][CH:26]=4)=[O:2])([CH2:11][CH2:10]2)[CH2:9][CH2:8]3)[C@H:17]([C:22]#[N:23])[CH2:18]1. (3) Given the reactants Br[C:2]1[CH:7]=[CH:6][CH:5]=[CH:4][C:3]=1[C:8]1[CH:13]=[CH:12][CH:11]=[CH:10][C:9]=1Br.[Li]CCCC.[P:20](Cl)(Cl)[Cl:21], predict the reaction product. The product is: [Cl:21][P:20]1[C:9]2[CH:10]=[CH:11][CH:12]=[CH:13][C:8]=2[C:3]2[CH:4]=[CH:5][CH:6]=[CH:7][C:2]1=2.